From a dataset of Drug-target binding data from BindingDB using Ki measurements. Regression. Given a target protein amino acid sequence and a drug SMILES string, predict the binding affinity score between them. We predict pKi (pKi = -log10(Ki in M); higher means stronger inhibition). Dataset: bindingdb_ki. (1) The compound is OB(O)c1cccc(-c2ccccc2)c1. The target protein sequence is MMRKKSFWLGMLTAFMLVFTMAFSDSASAAQPAKNVEKDYIVGFKSGVKTASVKKDIIKESGGKVDKQFRIINAAKAKLDKEALKEVKNDPDVAYVEEDHVAHALAQTVPYGIPLIKADKVQAQGFKGANVKVAVLDTGIQASHPDLNVVGGASFVAGEAYNTDGNGHGTHVAGTVAALDNTTGVLGVAPSVSLYAVKVLNSSGSGTYSGIVSGIEWATTNGMDVINMSLGGPSGSTAMKQAVDNAYARGVVVVAAAGNSGSSGNTNTIGYPAKYDSVIAVGAVDSNSNRASFSSVGAELEVMAPGAGVYSTYPTSTYATLNGTSMASPHVAGAAALILSKHPNLSASQVRNRLSSTATYLGSSFYYGKGLINVEAAAQ. The pKi is 4.4. (2) The drug is CCC[C@H](NCc1ccc(C(=N)N)cc1)C(=O)[C@@H](CCCN=C(N)N)NS(=O)(=O)Cc1ccccc1. The target protein (O15393) has sequence MALNSGSPPAIGPYYENHGYQPENPYPAQPTVVPTVYEVHPAQYYPSPVPQYAPRVLTQASNPVVCTQPKSPSGTVCTSKTKKALCITLTLGTFLVGAALAAGLLWKFMGSKCSNSGIECDSSGTCINPSNWCDGVSHCPGGEDENRCVRLYGPNFILQVYSSQRKSWHPVCQDDWNENYGRAACRDMGYKNNFYSSQGIVDDSGSTSFMKLNTSAGNVDIYKKLYHSDACSSKAVVSLRCIACGVNLNSSRQSRIVGGESALPGAWPWQVSLHVQNVHVCGGSIITPEWIVTAAHCVEKPLNNPWHWTAFAGILRQSFMFYGAGYQVEKVISHPNYDSKTKNNDIALMKLQKPLTFNDLVKPVCLPNPGMMLQPEQLCWISGWGATEEKGKTSEVLNAAKVLLIETQRCNSRYVYDNLITPAMICAGFLQGNVDSCQGDSGGPLVTSKNNIWWLIGDTSWGSGCAKAYRPGVYGNVMVFTDWIYRQMRADG. The pKi is 7.2. (3) The compound is CC[C@H](C)[C@H](NC(=O)[C@H](CCCNC(=N)N)NC(=O)[C@H](CCCNC(=N)N)NC(=O)[C@H](CC(C)C)NC(=O)[C@H](Cc1ccccc1)NC(=O)CNC(=O)CNC(=O)[C@@H](N)Cc1ccc(O)cc1)C(=O)N[C@@H](CCCNC(=N)N)C(=O)N1CCC[C@H]1C(=O)N[C@@H](CCCCN)C(=O)N[C@@H](CC(C)C)C(=O)N[C@@H](CCCCN)C(=O)O. The target protein sequence is MDSPIQIFRGEPGPTCAPSACLPPNSSAWFPGWAEPDSNGSAGSEDAQLEPAHISPAIPVIITAVYSVVFVVGLVGNSLVMFVIIRYTKMKTATNIYIFNLALADALVTTTMPFQSTVYLMNSWPFGDVLCKIVISIDYYNMFTSIFTLTMMSVDRYIAVCHPVKALDFRTPLKAKIINICIWLLSSSVGISAIVLGGTKVREDVDVIECSLQFPDDDYSWWDLFMKICVFIFAFVIPVLIIIVCYTLMILRLKSVRLLSGSREKDRNLRRITRLVLVVVAVFVVCWTPIHIFILVAALGSTSHSTAALSSYYFCIALGYTNSSLNPILYAFLDENFKRCFRDFCFPLKMRMERQSTSRVRNTVQDPAYLRDIDGMNKPV. The pKi is 7.3.